Task: Predict the reaction yield, written as a fraction of the theoretical maximum amount of product (1.0 means a 100% yield; for example, 0.34 means a 34% yield).. Dataset: Reaction yield outcomes from USPTO patents with 853,638 reactions (1) The reactants are Cl.C(N=C=NCCCN(C)C)C.Cl.[CH3:14][O:15][C:16]([C:18]1([NH2:24])[CH2:23][CH2:22][CH2:21][CH2:20][CH2:19]1)=[O:17].ON1C2C=CC=CC=2N=N1.[O:35]1[CH:39]=[CH:38][C:37]([C:40](O)=[O:41])=[CH:36]1.C(N(CC)CC)C. The catalyst is C(Cl)Cl. The product is [CH3:14][O:15][C:16]([C:18]1([NH:24][C:40]([C:37]2[CH:38]=[CH:39][O:35][CH:36]=2)=[O:41])[CH2:19][CH2:20][CH2:21][CH2:22][CH2:23]1)=[O:17]. The yield is 0.910. (2) The reactants are C(OC(=O)[NH:7][CH:8]([CH2:28][C:29]1[CH:34]=[CH:33][C:32]([Cl:35])=[CH:31][CH:30]=1)[C:9]([N:11]1[CH2:16][CH2:15][N:14]([C:17]2[C:18]3[S:25][C:24]([C:26]#[N:27])=[CH:23][C:19]=3[N:20]=[CH:21][N:22]=2)[CH2:13][CH2:12]1)=[O:10])(C)(C)C.[ClH:37]. The catalyst is C(Cl)Cl.O1CCOCC1. The product is [ClH:35].[ClH:37].[NH2:7][CH:8]([CH2:28][C:29]1[CH:30]=[CH:31][C:32]([Cl:35])=[CH:33][CH:34]=1)[C:9]([N:11]1[CH2:12][CH2:13][N:14]([C:17]2[C:18]3[S:25][C:24]([C:26]#[N:27])=[CH:23][C:19]=3[N:20]=[CH:21][N:22]=2)[CH2:15][CH2:16]1)=[O:10]. The yield is 0.440. (3) The reactants are [Br:1][C:2]1[CH:3]=[C:4]([NH:10][C:11]2[CH:15]=[C:14]([CH2:16][CH3:17])[NH:13][N:12]=2)[C:5](=[O:9])[N:6]([CH3:8])[CH:7]=1.[H-].[Na+].I[CH3:21]. The catalyst is CN(C=O)C. The product is [Br:1][C:2]1[CH:3]=[C:4]([NH:10][C:11]2[CH:15]=[C:14]([CH2:16][CH3:17])[N:13]([CH3:21])[N:12]=2)[C:5](=[O:9])[N:6]([CH3:8])[CH:7]=1. The yield is 0.580. (4) The reactants are [Br:1][C:2]1[C:3]([F:13])=[CH:4][C:5]([O:11][CH3:12])=[C:6]([CH:10]=1)[C:7](O)=[O:8].CCN(CC)CC.ClC(OCC(C)C)=O. The catalyst is C1COCC1. The product is [Br:1][C:2]1[C:3]([F:13])=[CH:4][C:5]([O:11][CH3:12])=[C:6]([CH2:7][OH:8])[CH:10]=1. The yield is 1.00. (5) The reactants are [C:1]([C:3]1[C:4]([C:20]([F:23])([F:22])[F:21])=[C:5]2[C:9](=[CH:10][CH:11]=1)[N:8]([CH2:12][C:13](=[NH:16])[NH:14][OH:15])[C:7]([CH2:17][CH2:18][CH3:19])=[CH:6]2)#[N:2].[Cl:24][C:25]1[C:26]([F:38])=[C:27]([CH:31]=[C:32]([C:34]([F:37])([F:36])[F:35])[CH:33]=1)[C:28](Cl)=O.C(N(CC)C(C)C)(C)C. The catalyst is C(#N)C. The product is [Cl:24][C:25]1[C:26]([F:38])=[C:27]([C:28]2[O:15][N:14]=[C:13]([CH2:12][N:8]3[C:9]4[C:5](=[C:4]([C:20]([F:22])([F:23])[F:21])[C:3]([C:1]#[N:2])=[CH:11][CH:10]=4)[CH:6]=[C:7]3[CH2:17][CH2:18][CH3:19])[N:16]=2)[CH:31]=[C:32]([C:34]([F:36])([F:37])[F:35])[CH:33]=1. The yield is 0.400. (6) The reactants are [CH:1]1([CH2:4][O:5][NH:6][C:7]([C:9]2[C:10]([NH:20][C:21]3[CH:26]=[CH:25][C:24]([Br:27])=[CH:23][C:22]=3[Cl:28])=[C:11]([F:19])[C:12]3[O:16][N:15]=[C:14]([CH3:17])[C:13]=3[CH:18]=2)=[O:8])CC1.C1C=CC2N(O)N=NC=2C=1.CCN(CC)CC.[CH:46]([O:48]CCON)=[CH2:47].CCN=C=NCCCN(C)C. The catalyst is CN(C=O)C.CCOC(C)=O. The product is [CH:46]([O:48][CH2:1][CH2:4][O:5][NH:6][C:7]([C:9]1[C:10]([NH:20][C:21]2[CH:26]=[CH:25][C:24]([Br:27])=[CH:23][C:22]=2[Cl:28])=[C:11]([F:19])[C:12]2[O:16][N:15]=[C:14]([CH3:17])[C:13]=2[CH:18]=1)=[O:8])=[CH2:47]. The yield is 0.630. (7) The yield is 0.900. The catalyst is C1COCC1. The product is [C:1]1([CH2:7][CH:8]([O:13][C:14]2[CH:23]=[CH:22][C:21]3[C:16](=[CH:17][CH:18]=[C:19]([C:24]4[NH:25][C:26]([C:29]5[CH:34]=[CH:33][CH:32]=[CH:31][CH:30]=5)=[CH:27][CH:28]=4)[CH:20]=3)[CH:15]=2)[C:9]([OH:11])=[O:10])[CH:2]=[CH:3][CH:4]=[CH:5][CH:6]=1. The reactants are [C:1]1([CH2:7][CH:8]([O:13][C:14]2[CH:23]=[CH:22][C:21]3[C:16](=[CH:17][CH:18]=[C:19]([C:24]4[NH:25][C:26]([C:29]5[CH:34]=[CH:33][CH:32]=[CH:31][CH:30]=5)=[CH:27][CH:28]=4)[CH:20]=3)[CH:15]=2)[C:9]([O:11]C)=[O:10])[CH:6]=[CH:5][CH:4]=[CH:3][CH:2]=1.[OH-].[Na+].Cl. (8) The reactants are [F:1][C:2]1[CH:7]=[CH:6][C:5]([NH:8][C:9]2[CH:14]=[CH:13][C:12]([O:15][C:16]3[CH:21]=[CH:20][CH:19]=[C:18]([N:22]4[CH2:26][CH2:25][CH2:24][CH2:23]4)[CH:17]=3)=[CH:11][N:10]=2)=[CH:4][C:3]=1[O:27][CH3:28].[H-].[Na+].[CH3:31]I. The catalyst is C1COCC1.C(OCC)(=O)C. The product is [F:1][C:2]1[CH:7]=[CH:6][C:5]([N:8]([C:9]2[CH:14]=[CH:13][C:12]([O:15][C:16]3[CH:21]=[CH:20][CH:19]=[C:18]([N:22]4[CH2:23][CH2:24][CH2:25][CH2:26]4)[CH:17]=3)=[CH:11][N:10]=2)[CH3:31])=[CH:4][C:3]=1[O:27][CH3:28]. The yield is 0.710.